Task: Predict the reactants needed to synthesize the given product.. Dataset: Full USPTO retrosynthesis dataset with 1.9M reactions from patents (1976-2016) (1) The reactants are: [Cl:1][C:2]1[CH:15]=[CH:14][C:13]2[O:12][C:11]3[C:6](=[CH:7][C:8]([C:16]4[CH:17]=[N:18][CH:19]=[N:20][CH:21]=4)=[CH:9][CH:10]=3)[C:5]3([CH2:25][O:24][C:23]([NH2:26])=[N:22]3)[C:4]=2[CH:3]=1.C(=O)=O. Given the product [Cl:1][C:2]1[CH:15]=[CH:14][C:13]2[O:12][C:11]3[C:6](=[CH:7][C:8]([C:16]4[CH:17]=[N:18][CH:19]=[N:20][CH:21]=4)=[CH:9][CH:10]=3)[C@:5]3([CH2:25][O:24][C:23]([NH2:26])=[N:22]3)[C:4]=2[CH:3]=1, predict the reactants needed to synthesize it. (2) Given the product [CH3:17][O:16][C:14]([C:12]1[N:11]=[N:10][N:9]([CH:7]([CH3:8])[C:6]([OH:18])=[O:5])[CH:13]=1)=[O:15], predict the reactants needed to synthesize it. The reactants are: C([O:5][C:6](=[O:18])[CH:7]([N:9]1[CH:13]=[C:12]([C:14]([O:16][CH3:17])=[O:15])[N:11]=[N:10]1)[CH3:8])(C)(C)C.Cl. (3) Given the product [C:15]1([C:13]2[N:14]=[C:10]([C:7]3[CH:6]=[CH:5][C:4]([NH2:1])=[CH:9][CH:8]=3)[O:11][C:12]=2[C:21]([F:22])([F:23])[F:24])[CH:16]=[CH:17][CH:18]=[CH:19][CH:20]=1, predict the reactants needed to synthesize it. The reactants are: [N+:1]([C:4]1[CH:9]=[CH:8][C:7]([C:10]2[O:11][C:12]([C:21]([F:24])([F:23])[F:22])=[C:13]([C:15]3[CH:20]=[CH:19][CH:18]=[CH:17][CH:16]=3)[N:14]=2)=[CH:6][CH:5]=1)([O-])=O. (4) The reactants are: Br[C:2]1[C:7]([OH:8])=[CH:6][CH:5]=[CH:4][N:3]=1.C(=O)([O-])[O-].[Na+].[Na+].N#N.[F:17][C:18]1[CH:23]=[CH:22][C:21](B(O)O)=[CH:20][CH:19]=1. Given the product [F:17][C:18]1[CH:23]=[CH:22][C:21]([C:2]2[C:7]([OH:8])=[CH:6][CH:5]=[CH:4][N:3]=2)=[CH:20][CH:19]=1, predict the reactants needed to synthesize it. (5) Given the product [OH:2][CH2:3][C:5]1[CH:6]=[C:7]2[C:11](=[CH:12][CH:13]=1)[CH2:10][C@H:9]([NH:14][S:15]([CH:18]([CH3:20])[CH3:19])(=[O:17])=[O:16])[CH2:8]2, predict the reactants needed to synthesize it. The reactants are: C[O:2][C:3]([C:5]1[CH:6]=[C:7]2[C:11](=[CH:12][CH:13]=1)[CH2:10][C@H:9]([NH:14][S:15]([CH:18]([CH3:20])[CH3:19])(=[O:17])=[O:16])[CH2:8]2)=O.[H-].[Al+3].[Li+].[H-].[H-].[H-]. (6) Given the product [O:1]=[CH:2][C:3]#[C:4][C:5]1[CH:6]=[C:7]([S:11]([NH:14][C:15]2[CH:16]=[CH:17][CH:18]=[CH:19][CH:20]=2)(=[O:13])=[O:12])[CH:8]=[CH:9][CH:10]=1, predict the reactants needed to synthesize it. The reactants are: [OH:1][CH2:2][C:3]#[C:4][C:5]1[CH:6]=[C:7]([S:11]([NH:14][C:15]2[CH:20]=[CH:19][CH:18]=[CH:17][CH:16]=2)(=[O:13])=[O:12])[CH:8]=[CH:9][CH:10]=1. (7) Given the product [Br:22][C:8]1[CH:7]=[CH:6][C:5]([OH:10])=[C:4]([CH:1]([CH3:3])[CH3:2])[CH:9]=1, predict the reactants needed to synthesize it. The reactants are: [CH:1]([C:4]1[CH:9]=[CH:8][CH:7]=[CH:6][C:5]=1[OH:10])([CH3:3])[CH3:2].CS(C)=O.C(=O)([O-])[O-].[Na+].[Na+].O.[BrH:22]. (8) Given the product [CH3:1][O:2][C:3](=[O:24])[C:4]1[CH:5]=[CH:6][C:7]([N:10]([CH2:11][C:12]2[CH:17]=[CH:16][C:15]([C:18]3[CH2:23][CH2:22][CH2:21][CH2:20][CH:19]=3)=[CH:14][CH:13]=2)[C:43](=[O:44])[CH:42]=[CH:41][C:37]2[CH:38]=[CH:39][CH:40]=[C:35]([O:34][C:33]([F:46])([F:47])[F:32])[CH:36]=2)=[CH:8][CH:9]=1, predict the reactants needed to synthesize it. The reactants are: [CH3:1][O:2][C:3](=[O:24])[C:4]1[CH:9]=[CH:8][C:7]([NH:10][CH2:11][C:12]2[CH:17]=[CH:16][C:15]([C:18]3[CH2:23][CH2:22][CH2:21][CH2:20][CH:19]=3)=[CH:14][CH:13]=2)=[CH:6][CH:5]=1.C(N(CC)CC)C.[F:32][C:33]([F:47])([F:46])[O:34][C:35]1[CH:36]=[C:37]([CH:41]=[CH:42][C:43](Cl)=[O:44])[CH:38]=[CH:39][CH:40]=1.S(Cl)(Cl)=O. (9) Given the product [Cl:1][C:2]1[C:7]([F:8])=[CH:6][C:5]2[NH:9][C:14]([CH:13]([OH:17])[C:12]([F:19])([F:18])[F:11])=[N:10][C:4]=2[CH:3]=1, predict the reactants needed to synthesize it. The reactants are: [Cl:1][C:2]1[CH:3]=[C:4]([NH2:10])[C:5]([NH2:9])=[CH:6][C:7]=1[F:8].[F:11][C:12]([F:19])([F:18])[CH:13]([OH:17])[C:14](O)=O.Cl.C(=O)(O)[O-].[Na+].